From a dataset of Catalyst prediction with 721,799 reactions and 888 catalyst types from USPTO. Predict which catalyst facilitates the given reaction. (1) Reactant: [CH3:1][C:2]([CH3:27])([CH3:26])[CH2:3][N:4]([CH3:25])[C:5]1[N:10]=[C:9]([S:11][CH3:12])[N:8]=[C:7]([NH:13][C:14]2[CH:15]=[C:16]([CH:21]=[CH:22][C:23]=2[CH3:24])[C:17]([NH:19][CH3:20])=[O:18])[CH:6]=1.C(=O)(O)[O-].[Na+].[Br:33]Br.S([O-])([O-])(=O)=O.[Mg+2]. The catalyst class is: 124. Product: [Br:33][C:6]1[C:7]([NH:13][C:14]2[CH:15]=[C:16]([CH:21]=[CH:22][C:23]=2[CH3:24])[C:17]([NH:19][CH3:20])=[O:18])=[N:8][C:9]([S:11][CH3:12])=[N:10][C:5]=1[N:4]([CH2:3][C:2]([CH3:27])([CH3:26])[CH3:1])[CH3:25]. (2) Reactant: [NH2:1][C:2]1[CH:7]=[C:6]([N+:8]([O-:10])=[O:9])[CH:5]=[CH:4][C:3]=1[OH:11].[C:12]1([CH2:18][C:19](Cl)=O)[CH:17]=[CH:16][CH:15]=[CH:14][CH:13]=1.[OH-].[Na+]. Product: [CH2:18]([C:19]1[O:11][C:3]2[CH:4]=[CH:5][C:6]([N+:8]([O-:10])=[O:9])=[CH:7][C:2]=2[N:1]=1)[C:12]1[CH:17]=[CH:16][CH:15]=[CH:14][CH:13]=1. The catalyst class is: 12. (3) Reactant: [Si:1]([O:8][CH2:9][C:10]([CH3:14])([CH3:13])[CH:11]=O)([C:4]([CH3:7])([CH3:6])[CH3:5])([CH3:3])[CH3:2].[C:15]([CH2:17][C:18]([OH:20])=[O:19])#[N:16].C([O-])(=O)C.[NH4+]. Product: [Si:1]([O:8][CH2:9][C:10]([CH3:14])([CH3:13])[CH:11]=[C:17]([C:15]#[N:16])[C:18]([OH:20])=[O:19])([C:4]([CH3:7])([CH3:6])[CH3:5])([CH3:3])[CH3:2]. The catalyst class is: 11. (4) Reactant: [Br:1][C:2]1[S:14][C:5]2=[N:6][C:7]([Cl:13])=[C:8]([CH:10](O)[CH3:11])[CH:9]=[C:4]2[CH:3]=1.[C:15]1(=[O:25])[NH:19][C:18](=[O:20])[C:17]2=[CH:21][CH:22]=[CH:23][CH:24]=[C:16]12.C1(P(C2C=CC=CC=2)C2C=CC=CC=2)C=CC=CC=1.CC(OC(/N=N/C(OC(C)C)=O)=O)C. Product: [Br:1][C:2]1[S:14][C:5]2=[N:6][C:7]([Cl:13])=[C:8]([CH:10]([N:19]3[C:15](=[O:25])[C:16]4[C:17](=[CH:21][CH:22]=[CH:23][CH:24]=4)[C:18]3=[O:20])[CH3:11])[CH:9]=[C:4]2[CH:3]=1. The catalyst class is: 1. (5) Reactant: C([C:3]1[C:4]([C:16]([NH2:18])=[O:17])=[N:5][N:6]([C:9]2[CH:14]=[CH:13][CH:12]=[C:11](Br)[CH:10]=2)[C:7]=1[CH3:8])C.C([O-])(=O)C.[K+].Br[C:25]1[CH:30]=[CH:29][C:28]([F:31])=[CH:27][C:26]=1[C:32]([F:35])([F:34])[F:33].C(=O)([O-])[O-].[Na+].[Na+]. Product: [F:31][C:28]1[CH:29]=[CH:30][C:25]([C:11]2[CH:12]=[CH:13][CH:14]=[C:9]([N:6]3[C:7]([CH3:8])=[CH:3][C:4]([C:16]([NH2:18])=[O:17])=[N:5]3)[CH:10]=2)=[C:26]([C:32]([F:33])([F:34])[F:35])[CH:27]=1. The catalyst class is: 418. (6) Reactant: [CH3:1][O:2][C:3](=[O:27])[NH:4][CH:5]([C:10]([NH:12][N:13]=[CH:14][C:15]1[CH:20]=[CH:19][C:18]([C:21]2[CH:26]=[CH:25][CH:24]=[CH:23][N:22]=2)=[CH:17][CH:16]=1)=[O:11])[C:6]([CH3:9])([CH3:8])[CH3:7].[BH3-]C#N.[Na+].C1(C)C=CC(S(O)(=O)=O)=CC=1. Product: [CH3:1][O:2][C:3](=[O:27])[NH:4][CH:5]([C:10]([NH:12][NH:13][CH2:14][C:15]1[CH:20]=[CH:19][C:18]([C:21]2[CH:26]=[CH:25][CH:24]=[CH:23][N:22]=2)=[CH:17][CH:16]=1)=[O:11])[C:6]([CH3:9])([CH3:8])[CH3:7]. The catalyst class is: 1. (7) Reactant: [C:1]([O:4][C@@H:5]1[C@H:9]([O:10][C:11](=[O:13])[CH3:12])[C@@H:8]([C:14]2[O:18][N:17]=[C:16]([C:19]([CH3:22])([CH3:21])[CH3:20])[CH:15]=2)[O:7][C@H:6]1[N:23]1[CH:31]=[N:30][C:29]2[C:24]1=[N:25][CH:26]=[N:27][C:28]=2[NH:32][CH:33]1[CH2:38][CH2:37][NH:36][CH2:35][CH2:34]1)(=[O:3])[CH3:2].[CH3:39][S:40](Cl)(=[O:42])=[O:41].C(N(CC)CC)C. Product: [C:1]([O:4][C@@H:5]1[C@H:9]([O:10][C:11](=[O:13])[CH3:12])[C@@H:8]([C:14]2[O:18][N:17]=[C:16]([C:19]([CH3:22])([CH3:21])[CH3:20])[CH:15]=2)[O:7][C@H:6]1[N:23]1[CH:31]=[N:30][C:29]2[C:24]1=[N:25][CH:26]=[N:27][C:28]=2[NH:32][CH:33]1[CH2:38][CH2:37][N:36]([S:40]([CH3:39])(=[O:42])=[O:41])[CH2:35][CH2:34]1)(=[O:3])[CH3:2]. The catalyst class is: 7.